Dataset: NCI-60 drug combinations with 297,098 pairs across 59 cell lines. Task: Regression. Given two drug SMILES strings and cell line genomic features, predict the synergy score measuring deviation from expected non-interaction effect. Drug 1: CN(CC1=CN=C2C(=N1)C(=NC(=N2)N)N)C3=CC=C(C=C3)C(=O)NC(CCC(=O)O)C(=O)O. Drug 2: CC1=C(C=C(C=C1)C(=O)NC2=CC(=CC(=C2)C(F)(F)F)N3C=C(N=C3)C)NC4=NC=CC(=N4)C5=CN=CC=C5. Cell line: CAKI-1. Synergy scores: CSS=-9.82, Synergy_ZIP=3.01, Synergy_Bliss=2.15, Synergy_Loewe=-9.51, Synergy_HSA=-4.98.